This data is from Full USPTO retrosynthesis dataset with 1.9M reactions from patents (1976-2016). The task is: Predict the reactants needed to synthesize the given product. (1) The reactants are: [F:1][C:2]1[CH:7]=[CH:6][C:5]([C@H:8]([NH:10][C@H:11]2[CH2:15][CH2:14][C@@H:13]([C:16]3[CH:17]=[N:18][C:19](S(C)(=O)=O)=[N:20][CH:21]=3)[CH2:12]2)[CH3:9])=[CH:4][C:3]=1[O:26][CH3:27].[NH2:28][CH2:29][CH2:30][NH:31][S:32]([CH3:35])(=[O:34])=[O:33]. Given the product [F:1][C:2]1[CH:7]=[CH:6][C:5]([C@H:8]([NH:10][C@H:11]2[CH2:15][CH2:14][C@@H:13]([C:16]3[CH:21]=[N:20][C:19]([NH:28][CH2:29][CH2:30][NH:31][S:32]([CH3:35])(=[O:34])=[O:33])=[N:18][CH:17]=3)[CH2:12]2)[CH3:9])=[CH:4][C:3]=1[O:26][CH3:27], predict the reactants needed to synthesize it. (2) Given the product [NH2:1][C@H:2]([C:5]([OH:7])=[O:6])[CH2:3][NH2:4].[OH:43][C:37]([C:39]([F:42])([F:41])[F:40])=[O:38].[C:15]([NH:32][CH2:33][CH2:34][NH:35][CH3:36])([O:17][CH2:18][CH:19]1[C:31]2[C:26](=[CH:27][CH:28]=[CH:29][CH:30]=2)[C:25]2[C:20]1=[CH:21][CH:22]=[CH:23][CH:24]=2)=[O:16], predict the reactants needed to synthesize it. The reactants are: [NH:1](C(OC(C)(C)C)=O)[C@H:2]([C:5]([OH:7])=[O:6])[CH2:3][NH2:4].[C:15]([NH:32][CH2:33][CH2:34][NH:35][CH3:36])([O:17][CH2:18][CH:19]1[C:31]2[C:26](=[CH:27][CH:28]=[CH:29][CH:30]=2)[C:25]2[C:20]1=[CH:21][CH:22]=[CH:23][CH:24]=2)=[O:16].[C:37]([OH:43])([C:39]([F:42])([F:41])[F:40])=[O:38]. (3) Given the product [C:18](#[N:19])[C:11]1[C:12](=[CH:15][CH:16]=[CH:17][CH:10]=1)[C:13]#[N:14].[C:18](#[N:19])[C:11]1[C:12](=[CH:15][CH:16]=[CH:17][CH:10]=1)[C:13]#[N:14].[NH2:1][CH:2]([CH2:5][OH:6])[CH2:3][OH:4], predict the reactants needed to synthesize it. The reactants are: [NH2:1][CH:2]([CH2:5][OH:6])[CH2:3][OH:4].[N+]([C:10]1[CH:17]=[CH:16][CH:15]=[C:12]([C:13]#[N:14])[C:11]=1[C:18]#[N:19])([O-])=O.C([O-])([O-])=O.[K+].[K+].C1C=CC=CC=1. (4) Given the product [CH3:21][O:20][C:14]1[C:13]2[CH:12]=[C:11]([C:8]3[N:6]4[N:7]=[C:2]([NH:22][CH2:23][C@H:24]([C:26]5[CH:31]=[CH:30][CH:29]=[CH:28][CH:27]=5)[OH:25])[CH:3]=[CH:4][C:5]4=[N:10][CH:9]=3)[O:19][C:18]=2[CH:17]=[CH:16][N:15]=1, predict the reactants needed to synthesize it. The reactants are: Cl[C:2]1[CH:3]=[CH:4][C:5]2[N:6]([C:8]([C:11]3[O:19][C:18]4[CH:17]=[CH:16][N:15]=[C:14]([O:20][CH3:21])[C:13]=4[CH:12]=3)=[CH:9][N:10]=2)[N:7]=1.[NH2:22][CH2:23][C@H:24]([C:26]1[CH:31]=[CH:30][CH:29]=[CH:28][CH:27]=1)[OH:25].C(N(C(C)C)C(C)C)C. (5) Given the product [Cl:1][C:2]1[CH:7]=[CH:6][CH:5]=[CH:4][C:3]=1[C:8]1[N:12]([CH2:8][C:3]2[CH:4]=[CH:5][N:13]=[CH:7][CH:2]=2)[N:11]=[N:10][N:9]=1, predict the reactants needed to synthesize it. The reactants are: [Cl:1][C:2]1[CH:7]=[CH:6][CH:5]=[CH:4][C:3]=1[C:8]1[NH:12][N:11]=[N:10][N:9]=1.[NH3:13]. (6) Given the product [Cl:17][C:11]1[C:12]([N:14]([CH3:16])[CH3:15])=[CH:13][C:8]2[N:7]=[C:21]([C:23]3[CH:28]=[CH:27][CH:26]=[C:25]([C:29]4[O:33][N:32]=[C:31]([CH2:34][O:35][CH3:36])[CH:30]=4)[CH:24]=3)[CH2:20][C:19](=[O:37])[NH:18][C:9]=2[CH:10]=1, predict the reactants needed to synthesize it. The reactants are: C(OC(=O)[NH:7][C:8]1[CH:13]=[C:12]([N:14]([CH3:16])[CH3:15])[C:11]([Cl:17])=[CH:10][C:9]=1[NH:18][C:19](=[O:37])[CH2:20][C:21]([C:23]1[CH:28]=[CH:27][CH:26]=[C:25]([C:29]2[O:33][N:32]=[C:31]([CH2:34][O:35][CH3:36])[CH:30]=2)[CH:24]=1)=O)(C)(C)C.C(O)(C(F)(F)F)=O.